This data is from Reaction yield outcomes from USPTO patents with 853,638 reactions. The task is: Predict the reaction yield, written as a fraction of the theoretical maximum amount of product (1.0 means a 100% yield; for example, 0.34 means a 34% yield). (1) The reactants are [C:1]([C:5]1[NH:6][C:7]([C:10]2[CH:15]=[CH:14][C:13]([CH3:16])=[CH:12][CH:11]=2)=[CH:8][N:9]=1)([CH3:4])([CH3:3])[CH3:2].[N:17](OCCC(C)C)=[O:18].CCOC(C)=O. The catalyst is C1COCC1.C1CCCCC1. The product is [C:1]([C:5]1[NH:6][C:7]([C:10]2[CH:11]=[CH:12][C:13]([CH3:16])=[CH:14][CH:15]=2)=[C:8]([N:17]=[O:18])[N:9]=1)([CH3:4])([CH3:3])[CH3:2]. The yield is 0.350. (2) The reactants are [N:1]1([CH2:6][CH2:7][C:8]2[CH:16]=[CH:15][C:11]([C:12]([OH:14])=O)=[CH:10][N:9]=2)[CH2:5][CH2:4][CH2:3][CH2:2]1.[F:17][C:18]1[CH:23]=[CH:22][C:21]([CH:24]([C:28]2[CH:33]=[CH:32][N:31]=[CH:30][CH:29]=2)[CH2:25][CH2:26][NH2:27])=[CH:20][CH:19]=1. No catalyst specified. The product is [F:17][C:18]1[CH:23]=[CH:22][C:21]([CH:24]([C:28]2[CH:33]=[CH:32][N:31]=[CH:30][CH:29]=2)[CH2:25][CH2:26][NH:27][C:12](=[O:14])[C:11]2[CH:15]=[CH:16][C:8]([CH2:7][CH2:6][N:1]3[CH2:2][CH2:3][CH2:4][CH2:5]3)=[N:9][CH:10]=2)=[CH:20][CH:19]=1. The yield is 0.316. (3) The reactants are Cl[CH2:2][C:3]1[CH:4]=[CH:5][C:6]([O:10][C:11]2[CH:16]=[CH:15][CH:14]=[C:13]([F:17])[N:12]=2)=[C:7]([OH:9])[CH:8]=1.[Na].[I-].[Na+].[NH4+].[Cl-].[CH3:23][OH:24]. No catalyst specified. The product is [F:17][C:13]1[N:12]=[C:11]([O:10][C:6]2[CH:5]=[CH:4][C:3]([CH2:2][O:24][CH3:23])=[CH:8][C:7]=2[OH:9])[CH:16]=[CH:15][CH:14]=1. The yield is 1.00. (4) The reactants are [Li]CCCC.[NH:6]1[CH:10]=[CH:9][CH:8]=[CH:7]1.N#N.Cl[Si:14]([CH:21]([CH3:23])[CH3:22])([CH:18]([CH3:20])[CH3:19])[CH:15]([CH3:17])[CH3:16]. The catalyst is C1COCC1.O. The product is [CH:15]([Si:14]([CH:21]([CH3:23])[CH3:22])([CH:18]([CH3:20])[CH3:19])[N:6]1[CH:10]=[CH:9][CH:8]=[CH:7]1)([CH3:17])[CH3:16]. The yield is 1.00. (5) The reactants are [CH:1]([C:3]1[C:12]2[C:7](=[CH:8][CH:9]=[C:10]([F:13])[CH:11]=2)[N:6]=[CH:5][C:4]=1[F:14])=[CH2:2].[C:15]([O:19][C:20](=[O:28])[NH:21][CH:22]1[CH2:27][CH2:26][NH:25][CH2:24][CH2:23]1)([CH3:18])([CH3:17])[CH3:16]. The catalyst is CN(C=O)C. The product is [F:14][C:4]1[CH:5]=[N:6][C:7]2[C:12]([C:3]=1[CH2:1][CH2:2][N:25]1[CH2:24][CH2:23][CH:22]([NH:21][C:20](=[O:28])[O:19][C:15]([CH3:17])([CH3:16])[CH3:18])[CH2:27][CH2:26]1)=[CH:11][C:10]([F:13])=[CH:9][CH:8]=2. The yield is 0.860. (6) The reactants are [O:1]=[S:2]1(=[O:52])[CH2:7][CH2:6][N:5]([CH2:8][CH2:9][NH:10][C@:11]23[CH2:47][CH2:46][C@@H:45]([C:48]4([CH3:51])[CH2:50][O:49]4)[C@@H:12]2[C@@H:13]2[C@@:26]([CH3:29])([CH2:27][CH2:28]3)[C@@:25]3([CH3:30])[C@@H:16]([C@:17]4([CH3:44])[C@@H:22]([CH2:23][CH2:24]3)[C:21]([CH3:32])([CH3:31])[C:20]([C:33]3[CH:42]=[CH:41][C:36]([C:37]([O:39]C)=[O:38])=[C:35]([F:43])[CH:34]=3)=[CH:19][CH2:18]4)[CH2:15][CH2:14]2)[CH2:4][CH2:3]1.[OH-].[Na+]. The catalyst is O1CCOCC1. The product is [O:52]=[S:2]1(=[O:1])[CH2:3][CH2:4][N:5]([CH2:8][CH2:9][NH:10][C@:11]23[CH2:47][CH2:46][C@@H:45]([C:48]4([CH3:51])[CH2:50][O:49]4)[C@@H:12]2[C@@H:13]2[C@@:26]([CH3:29])([CH2:27][CH2:28]3)[C@@:25]3([CH3:30])[C@@H:16]([C@:17]4([CH3:44])[C@@H:22]([CH2:23][CH2:24]3)[C:21]([CH3:31])([CH3:32])[C:20]([C:33]3[CH:42]=[CH:41][C:36]([C:37]([OH:39])=[O:38])=[C:35]([F:43])[CH:34]=3)=[CH:19][CH2:18]4)[CH2:15][CH2:14]2)[CH2:6][CH2:7]1. The yield is 0.500. (7) The reactants are [C:1]([O:5][C:6]([N:8]1[C@:12]([CH2:14][O:15]C(=O)CCCCC)([CH3:13])[CH2:11][O:10][C:9]1([CH3:24])[CH3:23])=[O:7])([CH3:4])([CH3:3])[CH3:2].[H-].C([Al+]CC(C)C)C(C)C.C(C(C(C([O-])=O)O)O)([O-])=O.[Na+].[K+]. The catalyst is ClCCl. The product is [C:1]([O:5][C:6]([N:8]1[C@:12]([CH2:14][OH:15])([CH3:13])[CH2:11][O:10][C:9]1([CH3:24])[CH3:23])=[O:7])([CH3:4])([CH3:3])[CH3:2]. The yield is 1.00.